Predict the reactants needed to synthesize the given product. From a dataset of Full USPTO retrosynthesis dataset with 1.9M reactions from patents (1976-2016). (1) Given the product [Cl:1][C:2]1[N:3]=[C:4]([N:22]2[CH2:23][CH2:24][O:25][CH2:26][CH2:27]2)[C:5]2[S:10][C:9]([CH2:11][N:36]3[CH2:37][CH2:38][CH:33]([N:31]4[CH2:30][CH:29]([F:28])[CH2:32]4)[CH2:34][CH2:35]3)=[CH:8][C:6]=2[N:7]=1, predict the reactants needed to synthesize it. The reactants are: [Cl:1][C:2]1[N:3]=[C:4]([N:22]2[CH2:27][CH2:26][O:25][CH2:24][CH2:23]2)[C:5]2[S:10][C:9]([CH2:11]N3CC4(CCN(C)CC4)C3)=[CH:8][C:6]=2[N:7]=1.[F:28][CH:29]1[CH2:32][N:31]([CH:33]2[CH2:38][CH2:37][NH:36][CH2:35][CH2:34]2)[CH2:30]1. (2) The reactants are: [CH3:1][NH:2][C@H:3]([CH2:22][C:23]1[CH:28]=[CH:27][CH:26]=[CH:25][CH:24]=1)[C:4]([N:6]1[CH2:11][CH2:10][N:9]([C:12]2[C:21]3[C:16](=[CH:17][CH:18]=[CH:19][CH:20]=3)[N:15]=[CH:14][N:13]=2)[CH2:8][CH2:7]1)=[O:5].C=O.[BH-](OC(C)=O)(OC(C)=O)O[C:33](C)=O.[Na+].C([O-])(O)=O.[Na+]. Given the product [CH3:1][N:2]([C@H:3]([CH2:22][C:23]1[CH:28]=[CH:27][CH:26]=[CH:25][CH:24]=1)[C:4]([N:6]1[CH2:7][CH2:8][N:9]([C:12]2[C:21]3[C:16](=[CH:17][CH:18]=[CH:19][CH:20]=3)[N:15]=[CH:14][N:13]=2)[CH2:10][CH2:11]1)=[O:5])[CH3:33], predict the reactants needed to synthesize it.